From a dataset of Full USPTO retrosynthesis dataset with 1.9M reactions from patents (1976-2016). Predict the reactants needed to synthesize the given product. (1) The reactants are: Cl[C:2](Cl)(Cl)[C:3]([N:5]=[C:6]=[O:7])=[O:4].[NH2:10][C:11]1[C:15]([CH3:16])=[CH:14][S:13]C=1C(OC)=O. Given the product [CH3:16][C:15]1[C:11]2[NH:10][C:6](=[O:7])[NH:5][C:3](=[O:4])[C:2]=2[S:13][CH:14]=1, predict the reactants needed to synthesize it. (2) Given the product [CH:25]([NH:28][C:29]([NH:23][C:18]1[CH:19]=[C:20]2[C:15](=[CH:16][CH:17]=1)[N:14]=[C:13]([NH:12][CH:10]1[C:11]3[C:7](=[C:6]([CH3:24])[CH:5]=[CH:4][C:3]=3[O:2][CH3:1])[CH2:8][CH2:9]1)[CH:22]=[CH:21]2)=[O:30])([CH3:27])[CH3:26], predict the reactants needed to synthesize it. The reactants are: [CH3:1][O:2][C:3]1[CH:4]=[CH:5][C:6]([CH3:24])=[C:7]2[C:11]=1[CH:10]([NH:12][C:13]1[CH:22]=[CH:21][C:20]3[C:15](=[CH:16][CH:17]=[C:18]([NH2:23])[CH:19]=3)[N:14]=1)[CH2:9][CH2:8]2.[CH:25]([N:28]=[C:29]=[O:30])([CH3:27])[CH3:26].